From a dataset of Reaction yield outcomes from USPTO patents with 853,638 reactions. Predict the reaction yield, written as a fraction of the theoretical maximum amount of product (1.0 means a 100% yield; for example, 0.34 means a 34% yield). (1) The reactants are [CH2:1]([C@@H:8]1[CH2:12][O:11][C:10](=[O:13])[NH:9]1)[C:2]1[CH:7]=[CH:6][CH:5]=[CH:4][CH:3]=1.C([O-])([O-])=O.[K+].[K+].CN[C@@H:22]1[CH2:27][CH2:26][CH2:25][CH2:24][C@H:23]1NC.IC1C=CC=CC=1. The catalyst is [Cu]I.C1(C)C=CC=CC=1. The product is [CH2:1]([C@@H:8]1[CH2:12][O:11][C:10](=[O:13])[N:9]1[C:22]1[CH:27]=[CH:26][CH:25]=[CH:24][CH:23]=1)[C:2]1[CH:3]=[CH:4][CH:5]=[CH:6][CH:7]=1. The yield is 0.990. (2) The reactants are C1C=CC(P(C2C=CC=CC=2)C2C=CC=CC=2)=CC=1.II.[C:22]([O:26][C:27](=[O:55])[N:28]([CH2:30][CH2:31][C:32]([NH:34][NH:35][C:36]([C@@H:38]1[CH2:44][CH2:43][C@@H:42]2[CH2:45][N:39]1[C:40](=[O:54])[N:41]2[O:46][CH2:47][C:48]1[CH:53]=[CH:52][CH:51]=[CH:50][CH:49]=1)=O)=[O:33])[CH3:29])([CH3:25])([CH3:24])[CH3:23]. The catalyst is C(Cl)Cl. The product is [CH2:47]([O:46][N:41]1[C:40](=[O:54])[N:39]2[CH2:45][C@H:42]1[CH2:43][CH2:44][C@H:38]2[C:36]1[O:33][C:32]([CH2:31][CH2:30][N:28]([CH3:29])[C:27](=[O:55])[O:26][C:22]([CH3:24])([CH3:25])[CH3:23])=[N:34][N:35]=1)[C:48]1[CH:53]=[CH:52][CH:51]=[CH:50][CH:49]=1. The yield is 0.850. (3) The reactants are C([O:3][C:4]([C:6]1([NH:15][C:16]([C:18]2[C:27]3[C:22](=[CH:23][CH:24]=[CH:25][CH:26]=3)[CH:21]=[N:20][CH:19]=2)=[O:17])[CH2:14][C:13]2[C:8](=[CH:9][CH:10]=[CH:11][CH:12]=2)[CH2:7]1)=[O:5])C.[OH-].[K+].O. The catalyst is CCO. The product is [CH:21]1[C:22]2[C:27](=[CH:26][CH:25]=[CH:24][CH:23]=2)[C:18]([C:16]([NH:15][C:6]2([C:4]([OH:5])=[O:3])[CH2:7][C:8]3[C:13](=[CH:12][CH:11]=[CH:10][CH:9]=3)[CH2:14]2)=[O:17])=[CH:19][N:20]=1. The yield is 0.930. (4) The reactants are [C:1]([CH:5]1[CH2:10][CH2:9][CH:8]([O:11][C:12]2[CH:13]=[C:14]3[C:19](=[CH:20][CH:21]=2)[CH:18]=[C:17]([CH2:22][N:23]2[CH2:28][CH2:27][C:26](CC)([C:29]([OH:31])=[O:30])[CH2:25][CH2:24]2)[CH:16]=[CH:15]3)[CH2:7][CH2:6]1)([CH3:4])([CH3:3])[CH3:2].[CH3:34]C1C(C(O)=O)CCNC1.C(C1CCC(OC2C=C3C(=CC=2)C=C(C=O)C=C3)CC1)(C)(C)C.C(O)(=O)C.CO.C([BH3-])#N.[Na+]. No catalyst specified. The product is [C:1]([CH:5]1[CH2:6][CH2:7][CH:8]([O:11][C:12]2[CH:13]=[C:14]3[C:19](=[CH:20][CH:21]=2)[CH:18]=[C:17]([CH2:22][N:23]2[CH2:24][CH2:25][CH:26]([C:29]([OH:31])=[O:30])[CH:27]([CH3:34])[CH2:28]2)[CH:16]=[CH:15]3)[CH2:9][CH2:10]1)([CH3:3])([CH3:2])[CH3:4]. The yield is 0.0200. (5) The reactants are Br[C:2]1[S:3][CH:4]=[CH:5][N:6]=1.C(N(CC)CC)C.[CH:14]1([C:20]#[CH:21])[CH2:19][CH2:18][CH2:17][CH2:16][CH2:15]1.CCCCCC. The catalyst is COCCOC.[Cu]I.Cl[Pd](Cl)([P](C1C=CC=CC=1)(C1C=CC=CC=1)C1C=CC=CC=1)[P](C1C=CC=CC=1)(C1C=CC=CC=1)C1C=CC=CC=1.C(OCC)(=O)C. The product is [CH:14]1([C:20]#[C:21][C:2]2[S:3][CH:4]=[CH:5][N:6]=2)[CH2:19][CH2:18][CH2:17][CH2:16][CH2:15]1. The yield is 0.440. (6) The reactants are [Cl-].O[NH3+:3].[C:4](=[O:7])([O-])[OH:5].[Na+].CS(C)=O.[CH2:13]([C:17]1[N:18]=[C:19]([CH3:48])[N:20]([CH2:39][C:40]2[CH:45]=[CH:44][C:43]([O:46][CH3:47])=[CH:42][CH:41]=2)[C:21](=[O:38])[C:22]=1[CH2:23][C:24]1[CH:29]=[CH:28][C:27]([C:30]2[C:31]([C:36]#[N:37])=[CH:32][CH:33]=[CH:34][CH:35]=2)=[CH:26][CH:25]=1)[CH2:14][CH2:15][CH3:16]. The catalyst is C(OCC)(=O)C. The product is [CH2:13]([C:17]1[N:18]=[C:19]([CH3:48])[N:20]([CH2:39][C:40]2[CH:45]=[CH:44][C:43]([O:46][CH3:47])=[CH:42][CH:41]=2)[C:21](=[O:38])[C:22]=1[CH2:23][C:24]1[CH:25]=[CH:26][C:27]([C:30]2[CH:35]=[CH:34][CH:33]=[CH:32][C:31]=2[C:36]2[NH:3][C:4](=[O:7])[O:5][N:37]=2)=[CH:28][CH:29]=1)[CH2:14][CH2:15][CH3:16]. The yield is 0.540. (7) The reactants are Cl[C:2]1[C:11]2[C:6](=[CH:7][C:8]([O:14][CH3:15])=[C:9]([O:12][CH3:13])[CH:10]=2)[N:5]=[CH:4][CH:3]=1.[CH3:16][C:17]([C:19]1[CH:24]=[C:23]([Br:25])[CH:22]=[CH:21][C:20]=1[OH:26])=[O:18]. The catalyst is CN(C)C1C=CN=CC=1.ClC1C=CC=CC=1Cl. The product is [Br:25][C:23]1[CH:22]=[CH:21][C:20]([O:26][C:2]2[C:11]3[C:6](=[CH:7][C:8]([O:14][CH3:15])=[C:9]([O:12][CH3:13])[CH:10]=3)[N:5]=[CH:4][CH:3]=2)=[C:19]([C:17](=[O:18])[CH3:16])[CH:24]=1. The yield is 0.470. (8) The yield is 0.790. The reactants are [Cl:1][C:2]1[C:3]([O:13][CH2:14][C:15]2[CH:20]=[CH:19][C:18]([O:21][CH3:22])=[CH:17][CH:16]=2)=[CH:4][C:5]([OH:12])=[C:6]([CH:11]=1)[C:7]([O:9][CH3:10])=[O:8].[N+](C1C=C(S(O[CH2:36][C@@H:37]2[CH2:39][O:38]2)(=O)=O)C=CC=1)([O-])=O.C(=O)([O-])[O-].[Cs+].[Cs+].O. The catalyst is CN1C(=O)CCC1. The product is [Cl:1][C:2]1[C:3]([O:13][CH2:14][C:15]2[CH:16]=[CH:17][C:18]([O:21][CH3:22])=[CH:19][CH:20]=2)=[CH:4][C:5]([O:12][CH2:36][C@@H:37]2[CH2:39][O:38]2)=[C:6]([CH:11]=1)[C:7]([O:9][CH3:10])=[O:8]. (9) The reactants are [Cl:1][C:2]1[C:3]([CH3:13])=[CH:4][C:5]([F:12])=[C:6]([CH:11]=1)[C:7]([O:9]C)=[O:8].[OH-].[Na+]. The catalyst is O1CCOCC1.O. The product is [Cl:1][C:2]1[C:3]([CH3:13])=[CH:4][C:5]([F:12])=[C:6]([CH:11]=1)[C:7]([OH:9])=[O:8]. The yield is 0.840. (10) The reactants are [Cl:1][C:2]1[CH:7]=[CH:6][C:5]([S:8]([N:11]([C@H:24]([CH2:28][CH2:29][C:30]([F:33])([F:32])[F:31])[C:25]([NH2:27])=[O:26])[CH2:12][C:13]2[CH:18]=[CH:17][C:16]([C:19](=[N:21][OH:22])[NH2:20])=[CH:15][C:14]=2[F:23])(=[O:10])=[O:9])=[CH:4][CH:3]=1.[CH:34](OCC)(OCC)OCC.B(F)(F)F.CCOCC.CCOC(C)=O. The catalyst is ClC(Cl)C. The product is [Cl:1][C:2]1[CH:7]=[CH:6][C:5]([S:8]([N:11]([CH2:12][C:13]2[CH:18]=[CH:17][C:16]([C:19]3[N:20]=[CH:34][O:22][N:21]=3)=[CH:15][C:14]=2[F:23])[C@H:24]([CH2:28][CH2:29][C:30]([F:32])([F:33])[F:31])[C:25]([NH2:27])=[O:26])(=[O:10])=[O:9])=[CH:4][CH:3]=1. The yield is 0.693.